Dataset: Full USPTO retrosynthesis dataset with 1.9M reactions from patents (1976-2016). Task: Predict the reactants needed to synthesize the given product. (1) Given the product [CH3:38][C:39]1([CH3:47])[O:43][C@@H:42]([CH2:44][CH2:45][NH:46][C:34]([CH:16]2[CH:15]([C:11]3[CH:12]=[CH:13][CH:14]=[C:9]([Cl:8])[C:10]=3[F:37])[C:19]([C:22]3[CH:27]=[CH:26][C:25]([Cl:28])=[CH:24][N:23]=3)([C:20]#[N:21])[CH:18]([CH2:29][C:30]([CH3:31])([CH3:32])[CH3:33])[NH:17]2)=[O:35])[CH2:41][O:40]1, predict the reactants needed to synthesize it. The reactants are: FC(F)(F)C(O)=O.[Cl:8][C:9]1[C:10]([F:37])=[C:11]([CH:15]2[C:19]([C:22]3[CH:27]=[CH:26][C:25]([Cl:28])=[CH:24][N:23]=3)([C:20]#[N:21])[CH:18]([CH2:29][C:30]([CH3:33])([CH3:32])[CH3:31])[NH:17][CH:16]2[C:34](O)=[O:35])[CH:12]=[CH:13][CH:14]=1.[CH3:38][C:39]1([CH3:47])[O:43][C@@H:42]([CH2:44][CH2:45][NH2:46])[CH2:41][O:40]1.CN(C(ON1N=NC2C=CC=NC1=2)=[N+](C)C)C.F[P-](F)(F)(F)(F)F.CCN(C(C)C)C(C)C. (2) Given the product [Br:1][C:2]1[N:10]2[C:5]([C:6]([N:20]([CH2:21][CH3:22])[CH2:19][C:18]3[CH:23]=[CH:24][C:15]([O:14][CH3:13])=[CH:16][CH:17]=3)=[N:7][C:8]([Cl:11])=[N:9]2)=[N:4][CH:3]=1, predict the reactants needed to synthesize it. The reactants are: [Br:1][C:2]1[N:10]2[C:5]([C:6](Cl)=[N:7][C:8]([Cl:11])=[N:9]2)=[N:4][CH:3]=1.[CH3:13][O:14][C:15]1[CH:24]=[CH:23][C:18]([CH2:19][NH:20][CH2:21][CH3:22])=[CH:17][CH:16]=1. (3) The reactants are: Br[C:2]1[CH:3]=[CH:4][C:5]2[C@H:10]([CH2:11][CH2:12][O:13][Si:14]([C:17]([CH3:20])([CH3:19])[CH3:18])([CH3:16])[CH3:15])[O:9][CH2:8][CH2:7][C:6]=2[CH:21]=1.C([Li])CCC.C[O:28]B(OC)OC.CN1CCOCC1. Given the product [Si:14]([O:13][CH2:12][CH2:11][C@H:10]1[C:5]2[CH:4]=[CH:3][C:2]([OH:28])=[CH:21][C:6]=2[CH2:7][CH2:8][O:9]1)([C:17]([CH3:20])([CH3:19])[CH3:18])([CH3:16])[CH3:15], predict the reactants needed to synthesize it. (4) Given the product [NH2:16][C:4]1[N:3]=[C:2]([NH:17][CH2:18][CH2:19][C:20]([N:22]2[CH2:27][CH2:26][O:25][CH2:24][CH2:23]2)=[O:21])[CH:7]=[C:6]([C:8]2[CH:13]=[CH:12][CH:11]=[C:10]([CH3:14])[C:9]=2[CH3:15])[N:5]=1, predict the reactants needed to synthesize it. The reactants are: Cl[C:2]1[CH:7]=[C:6]([C:8]2[CH:13]=[CH:12][CH:11]=[C:10]([CH3:14])[C:9]=2[CH3:15])[N:5]=[C:4]([NH2:16])[N:3]=1.[NH2:17][CH2:18][CH2:19][C:20]([N:22]1[CH2:27][CH2:26][O:25][CH2:24][CH2:23]1)=[O:21].CCN(C(C)C)C(C)C. (5) Given the product [CH3:20][NH:19][C@@H:12]1[C:13]2[CH:14]=[CH:15][CH:16]=[CH:17][C:18]=2[C@H:9]([C:4]2[CH:5]=[CH:6][C:7]([Cl:8])=[C:2]([Cl:1])[CH:3]=2)[CH2:10][CH2:11]1, predict the reactants needed to synthesize it. The reactants are: [Cl:1][C:2]1[CH:3]=[C:4]([CH:9]2[C:18]3[C:13](=[CH:14][CH:15]=[CH:16][CH:17]=3)[C:12](=[N:19][CH3:20])[CH2:11][CH2:10]2)[CH:5]=[CH:6][C:7]=1[Cl:8].CO.[H][H]. (6) Given the product [NH2:1][C:2]1[N:10]=[C:9]([O:11][CH2:12][CH2:13][CH2:14][CH3:15])[N:8]=[C:7]2[C:3]=1[NH:4][C:5](=[O:20])[N:6]2[CH2:16][CH2:17][CH2:18][N:25]1[C:21](=[O:27])[CH2:22][CH2:23][C:24]1=[O:26], predict the reactants needed to synthesize it. The reactants are: [NH2:1][C:2]1[N:10]=[C:9]([O:11][CH2:12][CH2:13][CH2:14][CH3:15])[N:8]=[C:7]2[C:3]=1[NH:4][C:5](=[O:20])[N:6]2[CH2:16][CH2:17][CH2:18]Cl.[C:21]1(=[O:27])[NH:25][C:24](=[O:26])[CH2:23][CH2:22]1.C(=O)([O-])[O-].[K+].[K+].